This data is from Full USPTO retrosynthesis dataset with 1.9M reactions from patents (1976-2016). The task is: Predict the reactants needed to synthesize the given product. (1) Given the product [CH3:37][N:36]([CH3:38])[CH2:35][CH2:34][O:22][C:18]1[CH:17]=[C:16]2[C:21](=[CH:20][CH:19]=1)[CH:12]([C:10]([N:9]([CH2:8][C:6]1[CH:5]=[N:4][N:3]([CH2:1][CH3:2])[CH:7]=1)[C:23]1[CH:24]=[CH:25][C:26]([CH:29]([CH3:30])[CH3:31])=[CH:27][CH:28]=1)=[O:11])[CH2:13][CH2:14][CH2:15]2, predict the reactants needed to synthesize it. The reactants are: [CH2:1]([N:3]1[CH:7]=[C:6]([CH2:8][N:9]([C:23]2[CH:28]=[CH:27][C:26]([CH:29]([CH3:31])[CH3:30])=[CH:25][CH:24]=2)[C:10]([CH:12]2[C:21]3[C:16](=[CH:17][C:18]([OH:22])=[CH:19][CH:20]=3)[CH2:15][CH2:14][CH2:13]2)=[O:11])[CH:5]=[N:4]1)[CH3:2].Cl.Cl[CH2:34][CH2:35][N:36]([CH3:38])[CH3:37]. (2) Given the product [Cl:8][C:9]1[C:10]([CH2:35][NH:36][C:37]2[CH:42]=[CH:41][C:40]([C:43]3[CH:44]=[CH:45][C:46]([Cl:49])=[CH:47][CH:48]=3)=[C:39]([CH3:50])[CH:38]=2)=[C:11]([C:19]2[CH:20]=[CH:21][C:22]([C:25]([NH:27][CH2:28][CH2:29][C:30]([OH:32])=[O:31])=[O:26])=[N:23][CH:24]=2)[CH:12]=[C:13]([C:15]([F:18])([F:16])[F:17])[CH:14]=1, predict the reactants needed to synthesize it. The reactants are: [OH-].[Na+].C1COCC1.[Cl:8][C:9]1[C:10]([CH2:35][NH:36][C:37]2[CH:42]=[CH:41][C:40]([C:43]3[CH:48]=[CH:47][C:46]([Cl:49])=[CH:45][CH:44]=3)=[C:39]([CH3:50])[CH:38]=2)=[C:11]([C:19]2[CH:20]=[CH:21][C:22]([C:25]([NH:27][CH2:28][CH2:29][C:30]([O:32]CC)=[O:31])=[O:26])=[N:23][CH:24]=2)[CH:12]=[C:13]([C:15]([F:18])([F:17])[F:16])[CH:14]=1.Cl. (3) The reactants are: [C:1]([O:5][C:6]1[C:7]([CH:13]=[O:14])=[N:8][CH:9]=[C:10](Cl)[N:11]=1)([CH3:4])([CH3:3])[CH3:2].[F-:15].[K+].C1OCCOCCOCCOCCOCCOC1.C(OCC)C. Given the product [C:1]([O:5][C:6]1[C:7]([CH:13]=[O:14])=[N:8][CH:9]=[C:10]([F:15])[N:11]=1)([CH3:4])([CH3:3])[CH3:2], predict the reactants needed to synthesize it. (4) Given the product [NH2:7][CH2:8][CH2:9][CH2:10][C:11]1[N:12]([CH2:13][CH2:14][CH3:15])[C:16]2[CH:21]=[C:20]([C:22]#[N:23])[CH:19]=[CH:18][C:17]=2[N:24]=1, predict the reactants needed to synthesize it. The reactants are: C(OC(=O)[NH:7][CH2:8][CH2:9][CH2:10][C:11](=O)[N:12]([C:16]1[CH:21]=[C:20]([C:22]#[N:23])[CH:19]=[CH:18][C:17]=1[NH2:24])[CH2:13][CH2:14][CH3:15])(C)(C)C.Cl.O1CCOCC1.CO.C(Cl)(Cl)Cl. (5) Given the product [CH3:7][C@@:8]12[C:14]([CH3:16])([CH3:15])[C@@H:11]([CH2:12][CH2:13]1)[CH:1]([C:2]([Cl:4])=[O:3])[C:9]2=[O:20], predict the reactants needed to synthesize it. The reactants are: [C:1](Cl)(=O)[C:2]([Cl:4])=[O:3].[CH3:7][C@@:8]12[C:14]([CH3:16])([CH3:15])[C@@H:11]([CH2:12][CH2:13]1)C(C(O)=O)[C:9]2=[O:20]. (6) Given the product [CH2:1]([O:3][C:4](=[O:15])[C:5]#[C:6][C:7]([OH:9])([CH3:8])[CH3:14])[CH3:2], predict the reactants needed to synthesize it. The reactants are: [CH2:1]([O:3][C:4](=[O:15])[C:5]#[C:6][C:7]([CH3:14])([O:9][Si](C)(C)C)[CH3:8])[CH3:2].[F-].C([N+](CCCC)(CCCC)CCCC)CCC. (7) Given the product [C:4]1(=[O:5])[O:6][C:1](=[O:7])[CH:2]=[CH:3]1.[N:8]([CH2:15][CH2:16][OH:17])([CH2:12][CH2:13][OH:14])[CH2:9][CH2:10][OH:11], predict the reactants needed to synthesize it. The reactants are: [C:1]1(=[O:7])[O:6][C:4](=[O:5])[CH:3]=[CH:2]1.[N:8]([CH2:15][CH2:16][OH:17])([CH2:12][CH2:13][OH:14])[CH2:9][CH2:10][OH:11].